From a dataset of NCI-60 drug combinations with 297,098 pairs across 59 cell lines. Regression. Given two drug SMILES strings and cell line genomic features, predict the synergy score measuring deviation from expected non-interaction effect. Drug 1: CC12CCC3C(C1CCC2=O)CC(=C)C4=CC(=O)C=CC34C. Drug 2: CC1C(C(CC(O1)OC2CC(CC3=C2C(=C4C(=C3O)C(=O)C5=CC=CC=C5C4=O)O)(C(=O)C)O)N)O. Cell line: CAKI-1. Synergy scores: CSS=38.7, Synergy_ZIP=1.42, Synergy_Bliss=1.51, Synergy_Loewe=-13.1, Synergy_HSA=1.30.